From a dataset of Forward reaction prediction with 1.9M reactions from USPTO patents (1976-2016). Predict the product of the given reaction. (1) Given the reactants C(OC([N:8]1[CH2:12][CH2:11][C@:10]2([CH2:16][CH2:15][N:14]([C:17]3[CH:22]=[CH:21][C:20]([N:23]4[CH:32]=[CH:31][C:30]5[C:25](=[CH:26][CH:27]=[C:28]([O:33]C)[CH:29]=5)[C:24]4=[O:35])=[CH:19][CH:18]=3)[CH2:13]2)[CH2:9]1)=O)(C)(C)C.Br, predict the reaction product. The product is: [CH2:13]1[C@@:10]2([CH2:11][CH2:12][NH:8][CH2:9]2)[CH2:16][CH2:15][N:14]1[C:17]1[CH:22]=[CH:21][C:20]([N:23]2[CH:32]=[CH:31][C:30]3[C:25](=[CH:26][CH:27]=[C:28]([OH:33])[CH:29]=3)[C:24]2=[O:35])=[CH:19][CH:18]=1. (2) Given the reactants [Br:1][C:2]1[C:10]2[S:9][C:8](Cl)=[N:7][C:6]=2[CH:5]=[CH:4][CH:3]=1.[CH3:12][NH2:13], predict the reaction product. The product is: [Br:1][C:2]1[C:10]2[S:9][C:8]([NH:13][CH3:12])=[N:7][C:6]=2[CH:5]=[CH:4][CH:3]=1.